The task is: Predict which catalyst facilitates the given reaction.. This data is from Catalyst prediction with 721,799 reactions and 888 catalyst types from USPTO. The catalyst class is: 9. Reactant: [NH2:1][CH2:2][C:3]1[O:4][CH:5]=[C:6]([O:10][CH3:11])[C:7](=[O:9])[CH:8]=1.CO[CH:14]=[C:15]1[C:24]2[C:19](=[CH:20][CH:21]=[C:22]([N:25]3[CH:29]=[CH:28][CH:27]=[CH:26]3)[CH:23]=2)[C:18](=[O:30])[NH:17][C:16]1=[O:31]. Product: [CH3:11][O:10][C:6]1[C:7](=[O:9])[CH:8]=[C:3]([CH2:2][NH:1][CH:14]=[C:15]2[C:24]3[C:19](=[CH:20][CH:21]=[C:22]([N:25]4[CH:29]=[CH:28][CH:27]=[CH:26]4)[CH:23]=3)[C:18](=[O:30])[NH:17][C:16]2=[O:31])[O:4][CH:5]=1.